From a dataset of Full USPTO retrosynthesis dataset with 1.9M reactions from patents (1976-2016). Predict the reactants needed to synthesize the given product. (1) Given the product [C:1]([O:5][C:6](=[O:29])[NH:7][CH2:8][CH2:9][CH2:10][C:11]1([C:23]2[CH:24]=[CH:25][CH:26]=[CH:27][CH:28]=2)[N:15]([C:37](=[O:41])[CH:38]([CH3:40])[CH3:39])[N:14]=[C:13]([C:16]2[CH:21]=[CH:20][CH:19]=[C:18]([F:22])[CH:17]=2)[S:12]1)([CH3:4])([CH3:2])[CH3:3], predict the reactants needed to synthesize it. The reactants are: [C:1]([O:5][C:6](=[O:29])[NH:7][CH2:8][CH2:9][CH2:10][C:11]1([C:23]2[CH:28]=[CH:27][CH:26]=[CH:25][CH:24]=2)[NH:15][N:14]=[C:13]([C:16]2[CH:21]=[CH:20][CH:19]=[C:18]([F:22])[CH:17]=2)[S:12]1)([CH3:4])([CH3:3])[CH3:2].C(N(CC)CC)C.[C:37](Cl)(=[O:41])[CH:38]([CH3:40])[CH3:39]. (2) Given the product [Br:1][CH:2]1[CH2:7][CH2:6][N:5]([C:8]([O:10][CH2:11][CH3:12])=[O:9])[CH2:4][CH:3]1[O:13][Si:22]([C:25]([CH3:28])([CH3:27])[CH3:26])([CH3:24])[CH3:23], predict the reactants needed to synthesize it. The reactants are: [Br:1][CH:2]1[CH2:7][CH2:6][N:5]([C:8]([O:10][CH2:11][CH3:12])=[O:9])[CH2:4][CH:3]1[OH:13].FC(S(O[Si:22]([C:25]([CH3:28])([CH3:27])[CH3:26])([CH3:24])[CH3:23])(=O)=O)(F)F.N1C(C)=CC=CC=1C. (3) Given the product [C:6]([O:8][CH3:9])(=[O:7])[CH2:5][CH2:4][CH2:3][CH2:2][CH2:1][CH2:35][CH2:34][CH2:33][CH2:32][CH2:31][CH2:30][CH2:29][CH2:28][CH2:27][CH2:26][CH2:25][CH3:24], predict the reactants needed to synthesize it. The reactants are: [CH2:1](O)[C@H:2]1[O:7][C@H:6]([O:8][C@:9]2(CO)O[C@H](CO)[C@@H](O)[C@@H]2O)[C@H:5](O)[C@@H:4](O)[C@@H:3]1O.[C:24]([O-])(=O)[CH2:25][CH2:26][CH2:27][CH2:28][CH2:29][CH2:30][CH2:31][CH2:32][CH2:33][CH2:34][CH2:35]CCCCCC.[Na+]. (4) The reactants are: [O:1]1[CH2:3][CH:2]1[C:4]1[CH:5]=[C:6]2[C:29](=[CH:30][CH:31]=1)[C:10]1=[N:11][O:12][C:13]([C:14]3[C:18]([C:19]([F:22])([F:21])[F:20])=[C:17]([C:23]4[CH:28]=[CH:27][CH:26]=[CH:25][CH:24]=4)[O:16][N:15]=3)=[C:9]1[CH2:8][CH2:7]2.[NH:32]1[CH2:37][CH2:36][CH2:35][C@H:34]([C:38]([O:40]CC)=[O:39])[CH2:33]1.[Cl:43]([O-])(=O)(=O)=O.[Li+].Cl. Given the product [OH:1][CH:2]([C:4]1[CH:5]=[C:6]2[C:29](=[CH:30][CH:31]=1)[C:10]1=[N:11][O:12][C:13]([C:14]3[C:18]([C:19]([F:22])([F:20])[F:21])=[C:17]([C:23]4[CH:28]=[CH:27][CH:26]=[CH:25][CH:24]=4)[O:16][N:15]=3)=[C:9]1[CH2:8][CH2:7]2)[CH2:3][N:32]1[CH2:37][CH2:36][CH2:35][C@H:34]([C:38]([OH:40])=[O:39])[CH2:33]1.[ClH:43], predict the reactants needed to synthesize it. (5) Given the product [Cl:27][C:22]1[N:21]=[CH:20][N:19]=[C:18]([NH:17][C:13]2[C:12]3=[CH:26][N:9]([C:3]4[C:2]([Cl:1])=[CH:7][CH:6]=[CH:5][C:4]=4[Cl:8])[N:10]=[C:11]3[CH:16]=[CH:15][N:14]=2)[CH:23]=1, predict the reactants needed to synthesize it. The reactants are: [Cl:1][C:2]1[CH:7]=[CH:6][CH:5]=[C:4]([Cl:8])[C:3]=1[N:9]1[CH:26]=[C:12]2[C:13]([NH:17][C:18]3[CH:23]=[C:22](C)[N:21]=[C:20](C)[N:19]=3)=[N:14][CH:15]=[CH:16][C:11]2=[N:10]1.[Cl:27]C1C2=CN(C3C(Cl)=CC=CC=3Cl)N=C2C=CN=1.NC1C=C(Cl)N=CN=1. (6) Given the product [CH2:1]([O:3][C:4](=[O:22])[C:5]1[CH:10]=[CH:9][CH:8]=[C:7]([C:11]2[N:12]([CH2:23][C:24]3[CH:29]=[CH:28][CH:27]=[CH:26][CH:25]=3)[C:13]3[C:18]([CH:19]=2)=[CH:17][C:16]([Cl:20])=[C:15]([Cl:21])[CH:14]=3)[CH:6]=1)[CH3:2], predict the reactants needed to synthesize it. The reactants are: [CH2:1]([O:3][C:4](=[O:22])[C:5]1[CH:10]=[CH:9][CH:8]=[C:7]([C:11]2[NH:12][C:13]3[C:18]([CH:19]=2)=[CH:17][C:16]([Cl:20])=[C:15]([Cl:21])[CH:14]=3)[CH:6]=1)[CH3:2].[CH2:23](Br)[C:24]1[CH:29]=[CH:28][CH:27]=[CH:26][CH:25]=1.C([O-])([O-])=O.[K+].[K+]. (7) The reactants are: [CH3:1][C:2]1[CH:3]=[CH:4][C:5]([NH:21][C:22]([C:24]2[CH:25]=[CH:26][C:27]([CH2:30][N:31]3[CH2:36][CH2:35][N:34]([CH3:37])[CH2:33][CH2:32]3)=[CH:28][CH:29]=2)=[O:23])=[CH:6][C:7]=1[NH:8][C:9]1[N:10]=[CH:11][CH:12]=[C:13]([C:15]2[CH:16]=[CH:17][CH:18]=[N:19][CH:20]=2)[N:14]=1.[CH3:38][S:39]([OH:42])(=[O:41])=[O:40]. Given the product [CH3:1][C:2]1[CH:3]=[CH:4][C:5]([NH:21][C:22]([C:24]2[CH:29]=[CH:28][C:27]([CH2:30][N:31]3[CH2:32][CH2:33][N:34]([CH3:37])[CH2:35][CH2:36]3)=[CH:26][CH:25]=2)=[O:23])=[CH:6][C:7]=1[NH:8][C:9]1[N:10]=[CH:11][CH:12]=[C:13]([C:15]2[CH:16]=[CH:17][CH:18]=[N:19][CH:20]=2)[N:14]=1.[CH3:38][S:39]([OH:42])(=[O:41])=[O:40].[CH3:1][C:2]1[CH:3]=[CH:4][C:5]([NH:21][C:22]([C:24]2[CH:29]=[CH:28][C:27]([CH2:30][N:31]3[CH2:32][CH2:33][N:34]([CH3:37])[CH2:35][CH2:36]3)=[CH:26][CH:25]=2)=[O:23])=[CH:6][C:7]=1[NH:8][C:9]1[N:10]=[CH:11][CH:12]=[C:13]([C:15]2[CH:16]=[CH:17][CH:18]=[N:19][CH:20]=2)[N:14]=1, predict the reactants needed to synthesize it. (8) The reactants are: [F:1][C:2]1[C:3]([C:27]2[CH:32]=[CH:31][C:30]([NH:33][S:34]([CH3:37])(=[O:36])=[O:35])=[CH:29][CH:28]=2)=[C:4]2[C:14]3[C:9](=[CH:10][N:11]=[C:12]([O:15]C)[CH:13]=3)[N:8](S(C3C=CC(C)=CC=3)(=O)=O)[C:5]2=[N:6][CH:7]=1.Cl.C(OCC)(=O)C.C(=O)([O-])[O-].[K+].[K+]. Given the product [F:1][C:2]1[C:3]([C:27]2[CH:32]=[CH:31][C:30]([NH:33][S:34]([CH3:37])(=[O:36])=[O:35])=[CH:29][CH:28]=2)=[C:4]2[C:14]3[C:9](=[CH:10][N:11]=[C:12]([OH:15])[CH:13]=3)[NH:8][C:5]2=[N:6][CH:7]=1, predict the reactants needed to synthesize it. (9) The reactants are: C(=O)([O-])[O-].[K+].[K+].[Cl:7][C:8]1[CH:23]=[CH:22][C:11]([C:12]([NH:14][C:15]2[CH:20]=[CH:19][CH:18]=[C:17]([OH:21])[CH:16]=2)=[O:13])=[CH:10][CH:9]=1.ClC1C=CC(C(Cl)=O)=CC=1.NC1C=C(O)C=CC=1.C(N(CC)C(C)C)(C)C.[OH-].[Na+].[CH2:53]([O:55][C:56]([C:58]1[C:59]2[S:67][CH:66]=[C:65]([CH2:68]Br)[C:60]=2[C:61]([Cl:64])=[N:62][CH:63]=1)=[O:57])[CH3:54]. Given the product [CH2:53]([O:55][C:56]([C:58]1[C:59]2[S:67][CH:66]=[C:65]([CH2:68][O:21][C:17]3[CH:18]=[CH:19][CH:20]=[C:15]([NH:14][C:12](=[O:13])[C:11]4[CH:22]=[CH:23][C:8]([Cl:7])=[CH:9][CH:10]=4)[CH:16]=3)[C:60]=2[C:61]([Cl:64])=[N:62][CH:63]=1)=[O:57])[CH3:54], predict the reactants needed to synthesize it. (10) Given the product [CH3:1][N:2]1[CH2:7][CH2:6][N:5]([C:8]2[N:13]=[CH:12][C:11]([NH:14][C:30]([C:32]3[C:33]4[N:34]=[CH:35][CH:36]=[N:37][C:38]=4[C:39]([C:42]4[C:51]5[C:46](=[CH:47][CH:48]=[CH:49][CH:50]=5)[CH:45]=[N:44][CH:43]=4)=[CH:40][CH:41]=3)=[O:31])=[CH:10][CH:9]=2)[CH2:4][CH2:3]1, predict the reactants needed to synthesize it. The reactants are: [CH3:1][N:2]1[CH2:7][CH2:6][N:5]([C:8]2[N:13]=[CH:12][C:11]([NH2:14])=[CH:10][CH:9]=2)[CH2:4][CH2:3]1.C(N1CCN(C2C=C(N[C:30]([C:32]3[C:33]4[N:34]=[CH:35][CH:36]=[N:37][C:38]=4[C:39]([C:42]4[C:51]5[C:46](=[CH:47][CH:48]=[CH:49][CH:50]=5)[CH:45]=[N:44][CH:43]=4)=[CH:40][CH:41]=3)=[O:31])C=CC=2)CC1)C.